Dataset: Reaction yield outcomes from USPTO patents with 853,638 reactions. Task: Predict the reaction yield, written as a fraction of the theoretical maximum amount of product (1.0 means a 100% yield; for example, 0.34 means a 34% yield). The reactants are [CH3:1][N:2]([CH2:22][C@@H:23]1[C:26]2[CH:27]=[C:28]([O:33][CH3:34])[C:29]([O:31][CH3:32])=[CH:30][C:25]=2[CH2:24]1)[CH2:3][CH2:4][CH2:5][N:6]1[C:16](=[O:17])[CH2:15][C:14]2[C:9](=[CH:10][C:11]([O:20][CH3:21])=[C:12]([O:18][CH3:19])[CH:13]=2)[CH2:8][CH2:7]1.[ClH:35].C(#N)C. The catalyst is C(#N)C. The product is [CH3:1][N:2]([CH2:22][C@@H:23]1[C:26]2[CH:27]=[C:28]([O:33][CH3:34])[C:29]([O:31][CH3:32])=[CH:30][C:25]=2[CH2:24]1)[CH2:3][CH2:4][CH2:5][N:6]1[C:16](=[O:17])[CH2:15][C:14]2[C:9](=[CH:10][C:11]([O:20][CH3:21])=[C:12]([O:18][CH3:19])[CH:13]=2)[CH2:8][CH2:7]1.[ClH:35]. The yield is 0.750.